Dataset: Catalyst prediction with 721,799 reactions and 888 catalyst types from USPTO. Task: Predict which catalyst facilitates the given reaction. (1) Reactant: F[C:2]1[CH:9]=[CH:8][CH:7]=[C:6]([F:10])[C:3]=1[C:4]#[N:5].[Cl:11][C:12]1[CH:17]=[CH:16][C:15]([OH:18])=[C:14]([O:19][CH3:20])[CH:13]=1.C(=O)([O-])[O-].[K+].[K+]. Product: [Cl:11][C:12]1[CH:17]=[CH:16][C:15]([O:18][C:2]2[CH:9]=[CH:8][CH:7]=[C:6]([F:10])[C:3]=2[C:4]#[N:5])=[C:14]([O:19][CH3:20])[CH:13]=1. The catalyst class is: 3. (2) Reactant: Cl[CH2:2][C:3]([N:5]1[C:14]2[C:9](=[CH:10][CH:11]=[C:12]([N+:15]([O-:17])=[O:16])[CH:13]=2)[CH2:8][CH2:7][CH2:6]1)=[O:4].[CH:18]([NH:21][CH:22]([CH3:24])[CH3:23])([CH3:20])[CH3:19]. Product: [CH:18]([N:21]([CH:22]([CH3:24])[CH3:23])[CH2:2][C:3]([N:5]1[C:14]2[C:9](=[CH:10][CH:11]=[C:12]([N+:15]([O-:17])=[O:16])[CH:13]=2)[CH2:8][CH2:7][CH2:6]1)=[O:4])([CH3:20])[CH3:19]. The catalyst class is: 1. (3) Reactant: [Cl:1][C:2]1[CH:7]=[CH:6][C:5]([NH:8][C:9]2[C:10]([C:19]([NH:21][NH2:22])=[O:20])=[CH:11][C:12]3[NH:16][CH:15]=[N:14][C:13]=3[C:17]=2[F:18])=[C:4]([CH3:23])[CH:3]=1.[C:24](Cl)(Cl)=[O:25]. Product: [Cl:1][C:2]1[CH:7]=[CH:6][C:5]([NH:8][C:9]2[C:10]([C:19]3[O:20][C:24]([OH:25])=[N:22][N:21]=3)=[CH:11][C:12]3[NH:16][CH:15]=[N:14][C:13]=3[C:17]=2[F:18])=[C:4]([CH3:23])[CH:3]=1. The catalyst class is: 11.